From a dataset of Forward reaction prediction with 1.9M reactions from USPTO patents (1976-2016). Predict the product of the given reaction. (1) The product is: [Br:1][C:2]1[N:7]=[C:6]([N:8]([CH2:29][C:30]2([O:36][CH3:37])[CH2:35][CH2:34][O:33][CH2:32][CH2:31]2)[C:9](=[O:15])[O:10][C:11]([CH3:12])([CH3:14])[CH3:13])[CH:5]=[CH:4][CH:3]=1. Given the reactants [Br:1][C:2]1[N:7]=[C:6]([NH:8][C:9](=[O:15])[O:10][C:11]([CH3:14])([CH3:13])[CH3:12])[CH:5]=[CH:4][CH:3]=1.[H-].[Na+].CC1C=CC(S(O[CH2:29][C:30]2([O:36][CH3:37])[CH2:35][CH2:34][O:33][CH2:32][CH2:31]2)(=O)=O)=CC=1, predict the reaction product. (2) The product is: [Br:16][CH:11]1[C:12](=[O:14])[CH2:13][CH:8]([C:5]2[CH:6]=[CH:7][C:2]([Cl:1])=[CH:3][CH:4]=2)[CH2:9][C:10]1=[O:15]. Given the reactants [Cl:1][C:2]1[CH:7]=[CH:6][C:5]([CH:8]2[CH2:13][C:12](=[O:14])[CH2:11][C:10](=[O:15])[CH2:9]2)=[CH:4][CH:3]=1.[Br:16]Br, predict the reaction product. (3) Given the reactants [F:1][C:2]1[CH:7]=[CH:6][C:5]([CH:8]([OH:23])[CH2:9][C:10]2[CH:15]=[C:14]([C:16]3[S:17][CH:18]=[CH:19][CH:20]=3)[CH:13]=[CH:12][C:11]=2[O:21][CH3:22])=[CH:4][CH:3]=1.[Cr](Cl)([O-])(=O)=O.[NH+]1C=CC=CC=1, predict the reaction product. The product is: [F:1][C:2]1[CH:3]=[CH:4][C:5]([C:8](=[O:23])[CH2:9][C:10]2[CH:15]=[C:14]([C:16]3[S:17][CH:18]=[CH:19][CH:20]=3)[CH:13]=[CH:12][C:11]=2[O:21][CH3:22])=[CH:6][CH:7]=1. (4) Given the reactants [F:1][C:2]([F:9])([F:8])[C:3](OCC)=[O:4].[Cl:10][C:11]1[CH:23]=[CH:22][C:14]([O:15][CH2:16][C:17]([O:19][CH2:20][CH3:21])=[O:18])=[CH:13][C:12]=1[C:24]([F:27])([F:26])[F:25].[H-].[Na+].Cl, predict the reaction product. The product is: [Cl:10][C:11]1[CH:23]=[CH:22][C:14]([O:15][CH:16]([C:3](=[O:4])[C:2]([F:9])([F:8])[F:1])[C:17]([O:19][CH2:20][CH3:21])=[O:18])=[CH:13][C:12]=1[C:24]([F:25])([F:26])[F:27]. (5) Given the reactants Br[C:2]1[C:10]2[C:5](=[N:6][CH:7]=[C:8]([C:11]([F:14])([F:13])[F:12])[CH:9]=2)[N:4]([S:15]([C:18]2[CH:24]=[CH:23][C:21]([CH3:22])=[CH:20][CH:19]=2)(=[O:17])=[O:16])[CH:3]=1.[B:25]1([B:25]2[O:29][C:28]([CH3:31])([CH3:30])[C:27]([CH3:33])([CH3:32])[O:26]2)[O:29][C:28]([CH3:31])([CH3:30])[C:27]([CH3:33])([CH3:32])[O:26]1.C([O-])(=O)C.[K+], predict the reaction product. The product is: [F:12][C:11]([F:14])([F:13])[C:8]1[CH:9]=[C:10]2[C:2]([B:25]3[O:29][C:28]([CH3:31])([CH3:30])[C:27]([CH3:33])([CH3:32])[O:26]3)=[CH:3][N:4]([S:15]([C:18]3[CH:24]=[CH:23][C:21]([CH3:22])=[CH:20][CH:19]=3)(=[O:17])=[O:16])[C:5]2=[N:6][CH:7]=1.